This data is from Reaction yield outcomes from USPTO patents with 853,638 reactions. The task is: Predict the reaction yield, written as a fraction of the theoretical maximum amount of product (1.0 means a 100% yield; for example, 0.34 means a 34% yield). (1) The reactants are C1N=CN([C:6](N2C=NC=C2)=[O:7])C=1.[NH2:13][C:14]1[C:19]([CH2:20][NH:21][CH2:22][C:23]([O:25][CH2:26][CH3:27])=[O:24])=[CH:18][C:17]([Br:28])=[CH:16][N:15]=1. The catalyst is O1CCOCC1. The product is [Br:28][C:17]1[CH:16]=[N:15][C:14]2[NH:13][C:6](=[O:7])[N:21]([CH2:22][C:23]([O:25][CH2:26][CH3:27])=[O:24])[CH2:20][C:19]=2[CH:18]=1. The yield is 0.560. (2) The reactants are [F:1][C:2]1[CH:11]=[C:10]2[C:5]([CH:6]([C:12]([OH:14])=[O:13])[CH2:7][CH2:8][O:9]2)=[CH:4][CH:3]=1.[CH2:15]1COCC1. The catalyst is CO.S(=O)(=O)(O)O.C(OCC)(=O)C.C(=O)(O)[O-].[Na+]. The product is [F:1][C:2]1[CH:11]=[C:10]2[C:5]([CH:6]([C:12]([O:14][CH3:15])=[O:13])[CH2:7][CH2:8][O:9]2)=[CH:4][CH:3]=1. The yield is 0.987. (3) The product is [CH3:6][O:5][C:1](=[O:4])[CH2:2][O:3][CH2:7][C:8]1[CH:13]=[CH:12][CH:11]=[CH:10][CH:9]=1. The yield is 0.700. The catalyst is C(OCC)C.[Ag-]=O. The reactants are [C:1]([O:5][CH3:6])(=[O:4])[CH2:2][OH:3].[CH2:7](Br)[C:8]1[CH:13]=[CH:12][CH:11]=[CH:10][CH:9]=1. (4) The reactants are C[C@H]1CCCN1CCCO[C:11]1[CH:23]=[C:22]2[C:14]([N:15]3[C:20](=[CH:21]2)[C:19](=[O:24])[NH:18][CH2:17][CH2:16]3)=[N:13][CH:12]=1.[CH3:25][C@@H:26]1[CH2:30][CH2:29][CH2:28][NH:27]1. No catalyst specified. The product is [CH3:25][C@@H:26]1[CH2:30][CH2:29][CH2:28][N:27]1[CH2:21][CH2:20][CH2:19][O:24][N:18]1[CH2:17][CH2:16][N:15]2[C:20](=[CH:21][C:22]3[C:14]2=[N:13][CH:12]=[CH:11][CH:23]=3)[C:19]1=[O:24]. The yield is 0.320. (5) The reactants are Cl.[NH:2]1[CH2:5][CH:4]([O:6][C:7]2[CH:11]=[C:10]([C:12]3[CH:17]=[CH:16][C:15]([Cl:18])=[CH:14][CH:13]=3)[N:9]([C:19]3[CH:24]=[CH:23][CH:22]=[CH:21][C:20]=3[O:25][CH3:26])[N:8]=2)[CH2:3]1.[CH3:27][C:28]1[C:32]([S:33](Cl)(=[O:35])=[O:34])=[C:31]([CH3:37])[O:30][N:29]=1. The catalyst is C1COCC1. The product is [Cl:18][C:15]1[CH:14]=[CH:13][C:12]([C:10]2[N:9]([C:19]3[CH:24]=[CH:23][CH:22]=[CH:21][C:20]=3[O:25][CH3:26])[N:8]=[C:7]([O:6][CH:4]3[CH2:3][N:2]([S:33]([C:32]4[C:28]([CH3:27])=[N:29][O:30][C:31]=4[CH3:37])(=[O:35])=[O:34])[CH2:5]3)[CH:11]=2)=[CH:17][CH:16]=1. The yield is 0.390.